From a dataset of Reaction yield outcomes from USPTO patents with 853,638 reactions. Predict the reaction yield, written as a fraction of the theoretical maximum amount of product (1.0 means a 100% yield; for example, 0.34 means a 34% yield). (1) The reactants are CN1[CH2:7][CH2:6][N:5]([C:8]2[CH:13]=[CH:12][C:11]([NH:14][C:15]3[C:16]4[N:17]([N:29]=[CH:30][N:31]=4)[C:18]([C:21]4[CH:22]=[C:23]([C:26]([NH2:28])=[O:27])[S:24][CH:25]=4)=[CH:19][N:20]=3)=[CH:10][CH:9]=2)[CH2:4][CH2:3]1.BrC1N2N=CN=C2C(NC2C=CC(N3CC[O:52]CC3)=CC=2)=NC=1.CC1(C)C(C)(C)OB(C2C=C(C(N)=O)SC=2)O1.C([O-])([O-])=O.[Na+].[Na+]. The catalyst is O1CCOCC1.C1C=CC([P]([Pd]([P](C2C=CC=CC=2)(C2C=CC=CC=2)C2C=CC=CC=2)([P](C2C=CC=CC=2)(C2C=CC=CC=2)C2C=CC=CC=2)[P](C2C=CC=CC=2)(C2C=CC=CC=2)C2C=CC=CC=2)(C2C=CC=CC=2)C2C=CC=CC=2)=CC=1. The product is [N:5]1([C:8]2[CH:9]=[CH:10][C:11]([NH:14][C:15]3[C:16]4[N:17]([N:29]=[CH:30][N:31]=4)[C:18]([C:21]4[CH:22]=[C:23]([C:26]([NH2:28])=[O:27])[S:24][CH:25]=4)=[CH:19][N:20]=3)=[CH:12][CH:13]=2)[CH2:6][CH2:7][O:52][CH2:3][CH2:4]1. The yield is 0.374. (2) The reactants are F[C:2]1[C:7]([C:8]2[CH:9]=[CH:10][C:11]3[O:20][CH2:19][CH2:18][C:17]4[S:16][C:15]([C:21]5[N:22]([CH:26]([CH3:28])[CH3:27])[N:23]=[CH:24][N:25]=5)=[N:14][C:13]=4[C:12]=3[CH:29]=2)=[CH:6][C:5]([CH3:30])=[CH:4][N:3]=1.Cl.C[O:33]CCOC. No catalyst specified. The product is [CH:26]([N:22]1[C:21]([C:15]2[S:16][C:17]3[CH2:18][CH2:19][O:20][C:11]4[CH:10]=[CH:9][C:8]([C:7]5[C:2](=[O:33])[NH:3][CH:4]=[C:5]([CH3:30])[CH:6]=5)=[CH:29][C:12]=4[C:13]=3[N:14]=2)=[N:25][CH:24]=[N:23]1)([CH3:28])[CH3:27]. The yield is 0.930. (3) The reactants are Cl[C:2]1[CH:11]=[CH:10][N:9]=[C:8]2[C:3]=1[CH:4]=[CH:5][C:6](=[O:12])[NH:7]2.[OH:13][C:14]1[CH:23]=[C:22]2[C:17]([CH2:18][CH2:19][CH:20]([C:24]([OH:26])=[O:25])[CH2:21]2)=[CH:16][CH:15]=1.C(=O)([O-])[O-].[Cs+].[Cs+].Cl. The catalyst is CN(C=O)C.O. The product is [O:12]=[C:6]1[NH:7][C:8]2[N:9]=[CH:10][CH:11]=[C:2]([O:13][C:14]3[CH:23]=[C:22]4[C:17]([CH2:18][CH2:19][CH:20]([C:24]([OH:26])=[O:25])[CH2:21]4)=[CH:16][CH:15]=3)[C:3]=2[CH:4]=[CH:5]1. The yield is 0.710. (4) The catalyst is CO.ClCCl. The reactants are [Cl:1][C:2]1[CH:7]=[CH:6][C:5]([C:8]2[CH2:17][CH2:16][C:11]3([O:15][CH2:14][CH2:13][O:12]3)[CH2:10][C:9]=2[C:18]([O:20][CH3:21])=[O:19])=[CH:4][CH:3]=1.[Mg]. The product is [Cl:1][C:2]1[CH:7]=[CH:6][C:5]([C@@H:8]2[CH2:17][CH2:16][C:11]3([O:12][CH2:13][CH2:14][O:15]3)[CH2:10][C@H:9]2[C:18]([O:20][CH3:21])=[O:19])=[CH:4][CH:3]=1. The yield is 0.650.